From a dataset of Forward reaction prediction with 1.9M reactions from USPTO patents (1976-2016). Predict the product of the given reaction. (1) The product is: [F:1][C:2]1[CH:7]=[CH:6][CH:5]=[CH:4][C:3]=1[C:8]1[N:9]=[N:10][N:11]([CH3:18])[C:12]=1[C:13]1[N:14]=[CH:15][N:16]([C:20]2[CH:25]=[CH:24][C:23]([C:26]([F:29])([F:28])[F:27])=[CH:22][CH:21]=2)[CH:17]=1. Given the reactants [F:1][C:2]1[CH:7]=[CH:6][CH:5]=[CH:4][C:3]=1[C:8]1[N:9]=[N:10][N:11]([CH3:18])[C:12]=1[C:13]1[N:14]=[CH:15][NH:16][CH:17]=1.F[C:20]1[CH:25]=[CH:24][C:23]([C:26]([F:29])([F:28])[F:27])=[CH:22][CH:21]=1.C(=O)([O-])[O-].[K+].[K+].O, predict the reaction product. (2) The product is: [CH3:1][O:2][C:3]([C:5]1[C:10]([NH2:11])=[N:9][C:8]([CH2:12][CH2:13][O:14][CH3:15])=[CH:7][N:6]=1)=[O:4]. Given the reactants [CH3:1][O:2][C:3]([C:5]1[C:10]([NH2:11])=[N:9][C:8]([CH:12]=[CH:13][O:14][CH3:15])=[CH:7][N:6]=1)=[O:4], predict the reaction product. (3) Given the reactants [CH3:1][NH2:2].Cl[CH2:4][C:5]1[N:6]=[C:7]([CH3:10])[S:8][CH:9]=1, predict the reaction product. The product is: [CH3:1][NH:2][CH2:4][C:5]1[N:6]=[C:7]([CH3:10])[S:8][CH:9]=1. (4) Given the reactants [H-].[Na+].Cl.[S:4]1[C:8]2[CH:9]=[CH:10][CH:11]=[CH:12][C:7]=2[N:6]=[C:5]1[NH:13][C@@H:14]1[CH2:17][C@H:16]([OH:18])[CH2:15]1.F[C:20]1[C:25]([C:26]2[CH2:31][CH2:30][N:29]([C:32](=[O:34])[CH3:33])[CH2:28][CH:27]=2)=[CH:24][CH:23]=[CH:22][N:21]=1, predict the reaction product. The product is: [S:4]1[C:8]2[CH:9]=[CH:10][CH:11]=[CH:12][C:7]=2[N:6]=[C:5]1[NH:13][C@@H:14]1[CH2:15][C@H:16]([O:18][C:20]2[C:25]([C:26]3[CH2:31][CH2:30][N:29]([C:32](=[O:34])[CH3:33])[CH2:28][CH:27]=3)=[CH:24][CH:23]=[CH:22][N:21]=2)[CH2:17]1.